Dataset: Full USPTO retrosynthesis dataset with 1.9M reactions from patents (1976-2016). Task: Predict the reactants needed to synthesize the given product. (1) Given the product [CH3:1][O:2][C:3](=[O:15])[C:4]1[CH:9]=[CH:8][C:7]([CH2:10][NH:11][CH:12]=[O:13])=[N:6][C:5]=1[NH:33][C:26]1[CH:27]=[CH:28][C:29]([S:31][CH3:32])=[CH:30][C:25]=1[F:24], predict the reactants needed to synthesize it. The reactants are: [CH3:1][O:2][C:3](=[O:15])[C:4]1[CH:9]=[CH:8][C:7]([CH2:10][NH:11][CH:12]=[O:13])=[N:6][C:5]=1Cl.P([O-])([O-])([O-])=O.[K+].[K+].[K+].[F:24][C:25]1[CH:30]=[C:29]([S:31][CH3:32])[CH:28]=[CH:27][C:26]=1[NH2:33].C1(P(C2CCCCC2)C2C=CC=CC=2C2C(OC(C)C)=CC=CC=2OC(C)C)CCCCC1. (2) Given the product [Cl:1][C:2]1[C:11]2[CH:10]=[CH:9][CH:8]=[C:7]([S:13]([Cl:12])(=[O:15])=[O:14])[C:6]=2[CH:5]=[CH:4][N:3]=1, predict the reactants needed to synthesize it. The reactants are: [Cl:1][C:2]1[C:11]2[C:6](=[CH:7][CH:8]=[CH:9][CH:10]=2)[CH:5]=[CH:4][N:3]=1.[Cl:12][S:13](O)(=[O:15])=[O:14]. (3) Given the product [Br:7][C:8]1[CH:9]=[C:10]([C:14]2([C:28]3[CH:29]=[CH:30][C:31]([O:34][CH3:35])=[CH:32][CH:33]=3)[C:18]3=[N:19][CH2:20][CH:21]([S:23]([CH3:26])(=[O:25])=[O:24])[CH2:22][N:17]3[C:16]([NH2:36])=[N:15]2)[CH:11]=[CH:12][CH:13]=1, predict the reactants needed to synthesize it. The reactants are: C(OO)(C)(C)C.[Br:7][C:8]1[CH:9]=[C:10]([C:14]2([C:28]3[CH:33]=[CH:32][C:31]([O:34][CH3:35])=[CH:30][CH:29]=3)[C:18]3=[N:19][CH2:20][CH:21]([S:23]([CH3:26])(=[O:25])=[O:24])[CH2:22][N:17]3[C:16](=S)[NH:15]2)[CH:11]=[CH:12][CH:13]=1.[NH3:36].